Dataset: Forward reaction prediction with 1.9M reactions from USPTO patents (1976-2016). Task: Predict the product of the given reaction. (1) Given the reactants [CH2:1]([NH2:4])[CH2:2][NH2:3].C(N([CH2:10][CH3:11])CC)C.[C:12]1([CH3:24])[CH:17]=[C:16]([CH3:18])[CH:15]=[C:14]([CH3:19])[C:13]=1[S:20](Cl)(=[O:22])=[O:21], predict the reaction product. The product is: [CH3:24][C:12]1[CH:17]=[C:16]([CH3:18])[CH:15]=[C:14]([CH3:19])[C:13]=1[S:20]([NH:3][CH2:2][CH2:1][NH:4][S:20]([C:13]1[C:12]([CH3:24])=[CH:17][C:16]([CH3:18])=[CH:15][C:10]=1[CH3:11])(=[O:22])=[O:21])(=[O:22])=[O:21]. (2) Given the reactants O=[CH:2][CH2:3][C:4]([CH:6]1[CH2:10][CH2:9][CH2:8][N:7]1[C:11]([O:13]C(C)(C)C)=O)=O.N1CCCCC1.[CH:24](OC)(OC)[O:25]C.[NH2:31]/[C:32](/[CH2:39][CH2:40][C:41]1[CH:46]=[CH:45][C:44]([O:47][CH3:48])=[CH:43][CH:42]=1)=[CH:33]\[C:34]([O:36][CH2:37][CH3:38])=[O:35].FC(F)(F)C(O[C:54]1[C:59](F)=[C:58](F)[C:57](F)=[C:56](F)[C:55]=1F)=O.[CH:67]1[CH:71]=[C:70]([CH2:72][NH2:73])[O:69][CH:68]=1, predict the reaction product. The product is: [O:69]1[CH:68]=[CH:67][CH:71]=[C:70]1[CH2:72][NH:73][C:24]([C:54]1[CH:55]=[CH:56][C:57]([C:2]2[C:3]3[C:11](=[O:13])[N:7]4[C@@H:6]([C:4]=3[N:31]=[C:32]([CH2:39][CH2:40][C:41]3[CH:42]=[CH:43][C:44]([O:47][CH3:48])=[CH:45][CH:46]=3)[C:33]=2[C:34]([O:36][CH2:37][CH3:38])=[O:35])[CH2:10][CH2:9][CH2:8]4)=[CH:58][CH:59]=1)=[O:25]. (3) Given the reactants Cl[C:2]1[N:3]=[CH:4][C:5]2[N:11]([CH3:12])[C:10](=[O:13])[C:9]([F:15])([F:14])[CH2:8][N:7]([CH2:16][CH2:17][CH2:18][C:19]3[CH:24]=[CH:23][CH:22]=[CH:21][CH:20]=3)[C:6]=2[N:25]=1.[NH2:26][C:27]1[CH:35]=[CH:34][C:30]([C:31]([OH:33])=[O:32])=[CH:29][C:28]=1[O:36][CH3:37], predict the reaction product. The product is: [F:14][C:9]1([F:15])[CH2:8][N:7]([CH2:16][CH2:17][CH2:18][C:19]2[CH:24]=[CH:23][CH:22]=[CH:21][CH:20]=2)[C:6]2[N:25]=[C:2]([NH:26][C:27]3[CH:35]=[CH:34][C:30]([C:31]([OH:33])=[O:32])=[CH:29][C:28]=3[O:36][CH3:37])[N:3]=[CH:4][C:5]=2[N:11]([CH3:12])[C:10]1=[O:13]. (4) Given the reactants [N+:1]([C:4]1[CH:19]=[CH:18][CH:17]=[CH:16][C:5]=1[O:6][CH2:7][CH2:8][O:9][CH2:10][CH2:11][O:12][CH2:13][CH2:14][OH:15])([O-:3])=[O:2].C(N(CC)CC)C.[CH3:27][S:28](Cl)(=[O:30])=[O:29].Cl, predict the reaction product. The product is: [N+:1]([C:4]1[CH:19]=[CH:18][CH:17]=[CH:16][C:5]=1[O:6][CH2:7][CH2:8][O:9][CH2:10][CH2:11][O:12][CH2:13][CH2:14][O:15][S:28]([CH3:27])(=[O:30])=[O:29])([O-:3])=[O:2]. (5) Given the reactants [NH2:1][C:2]1[C:3]([C:9]([O:11]C)=O)=[N:4][C:5]([Br:8])=[CH:6][N:7]=1.O.[NH2:14][NH2:15].O, predict the reaction product. The product is: [NH2:1][C:2]1[C:3]([C:9]([NH:14][NH2:15])=[O:11])=[N:4][C:5]([Br:8])=[CH:6][N:7]=1. (6) Given the reactants [C:1]1([OH:7])[CH:6]=[CH:5][CH:4]=[CH:3][CH:2]=1.[H-].[Na+].Cl[C:11]1[CH:19]=[CH:18][C:14]([C:15](O)=[O:16])=[C:13](Cl)[N:12]=1.[ClH:21], predict the reaction product. The product is: [Cl:21][C:19]1[CH:18]=[C:14]([CH2:15][OH:16])[CH:13]=[N:12][C:11]=1[O:7][C:1]1[CH:6]=[CH:5][CH:4]=[CH:3][CH:2]=1. (7) Given the reactants [OH:1][N:2]=[C:3](Cl)[C:4]1[CH:9]=[CH:8][C:7]([CH3:10])=[N:6][CH:5]=1.[CH:12](Br)=[CH2:13].CCCC[Sn](O[Sn](CCCC)(CCCC)CCCC)(CCCC)CCCC, predict the reaction product. The product is: [CH3:10][C:7]1[N:6]=[CH:5][C:4]([C:3]2[CH:13]=[CH:12][O:1][N:2]=2)=[CH:9][CH:8]=1. (8) Given the reactants CCN(CC)CC.[CH3:20][C:19]([O:18][C:16](O[C:16]([O:18][C:19]([CH3:22])([CH3:21])[CH3:20])=[O:17])=[O:17])([CH3:22])[CH3:21].[NH2:23][CH2:24][C:25]1[CH:26]=[C:27]([CH:29]=[C:30]([O:32][CH3:33])[CH:31]=1)[NH2:28], predict the reaction product. The product is: [NH2:28][C:27]1[CH:26]=[C:25]([CH:31]=[C:30]([O:32][CH3:33])[CH:29]=1)[CH2:24][NH:23][C:16](=[O:17])[O:18][C:19]([CH3:20])([CH3:21])[CH3:22].